This data is from Forward reaction prediction with 1.9M reactions from USPTO patents (1976-2016). The task is: Predict the product of the given reaction. Given the reactants [Br:1][C:2]1[S:6][C:5]([NH2:7])=[N:4][C:3]=1[C:8]1[CH:13]=[CH:12][N:11]=[C:10](S(C)=O)[N:9]=1.[CH3:17][C:18]1[CH:19]=[C:20]([CH:22]=[C:23]([CH3:25])[CH:24]=1)[NH2:21], predict the reaction product. The product is: [NH2:7][C:5]1[S:6][C:2]([Br:1])=[C:3]([C:8]2[CH:13]=[CH:12][N:11]=[C:10]([NH:21][C:20]3[CH:22]=[C:23]([CH3:25])[CH:24]=[C:18]([CH3:17])[CH:19]=3)[N:9]=2)[N:4]=1.